This data is from Reaction yield outcomes from USPTO patents with 853,638 reactions. The task is: Predict the reaction yield, written as a fraction of the theoretical maximum amount of product (1.0 means a 100% yield; for example, 0.34 means a 34% yield). The reactants are [C:1]([NH:4][C:5]1[N:10]=[CH:9][C:8]([NH:11][C:12](=[O:19])OCC(Cl)(Cl)Cl)=[CH:7][CH:6]=1)(=[O:3])[CH3:2].[F:20][C:21]1[CH:22]=[C:23]([C:27]2[N:28]=[C:29]([CH:32]3[CH2:37][CH2:36][NH:35][CH2:34][CH2:33]3)[S:30][CH:31]=2)[CH:24]=[CH:25][CH:26]=1.C(N(C(C)C)CC)(C)C.O. The catalyst is CS(C)=O. The product is [C:1]([NH:4][C:5]1[N:10]=[CH:9][C:8]([NH:11][C:12]([N:35]2[CH2:34][CH2:33][CH:32]([C:29]3[S:30][CH:31]=[C:27]([C:23]4[CH:24]=[CH:25][CH:26]=[C:21]([F:20])[CH:22]=4)[N:28]=3)[CH2:37][CH2:36]2)=[O:19])=[CH:7][CH:6]=1)(=[O:3])[CH3:2]. The yield is 0.575.